From a dataset of Reaction yield outcomes from USPTO patents with 853,638 reactions. Predict the reaction yield, written as a fraction of the theoretical maximum amount of product (1.0 means a 100% yield; for example, 0.34 means a 34% yield). The reactants are C([O:8][C:9]1[CH:10]=[N:11][C:12]([CH:15]2[CH2:17][CH2:16]2)=[N:13][CH:14]=1)C1C=CC=CC=1. The catalyst is CO.[Pd]. The product is [CH:15]1([C:12]2[N:13]=[CH:14][C:9]([OH:8])=[CH:10][N:11]=2)[CH2:17][CH2:16]1. The yield is 0.540.